This data is from Catalyst prediction with 721,799 reactions and 888 catalyst types from USPTO. The task is: Predict which catalyst facilitates the given reaction. (1) Reactant: [N:1]1[C:10]2[C:5](=[CH:6][CH:7]=[CH:8][CH:9]=2)[N:4]=[CH:3][C:2]=1[CH2:11]P(=O)(OCC)OCC.CC(C)([O-])C.[K+].O=[C:27]1[CH2:31][CH2:30][CH2:29][CH:28]1[NH:32][C:33](=[O:39])[O:34][C:35]([CH3:38])([CH3:37])[CH3:36]. Product: [N:1]1[C:10]2[C:5](=[CH:6][CH:7]=[CH:8][CH:9]=2)[N:4]=[CH:3][C:2]=1/[CH:11]=[C:27]1/[CH:28]([NH:32][C:33](=[O:39])[O:34][C:35]([CH3:37])([CH3:36])[CH3:38])[CH2:29][CH2:30][CH2:31]/1. The catalyst class is: 1. (2) Reactant: [NH2:1][C:2]1[C:11]2[N:12]=[C:13]([CH2:20][O:21]C)[N:14]([CH2:15][C:16]([OH:19])([CH3:18])[CH3:17])[C:10]=2[C:9]2[CH:8]=[CH:7][C:6]([CH2:23][CH2:24][CH2:25][NH:26][S:27]([CH3:30])(=[O:29])=[O:28])=[CH:5][C:4]=2[N:3]=1. Product: [NH2:1][C:2]1[C:11]2[N:12]=[C:13]([CH2:20][OH:21])[N:14]([CH2:15][C:16]([OH:19])([CH3:18])[CH3:17])[C:10]=2[C:9]2[CH:8]=[CH:7][C:6]([CH2:23][CH2:24][CH2:25][NH:26][S:27]([CH3:30])(=[O:29])=[O:28])=[CH:5][C:4]=2[N:3]=1. The catalyst class is: 4. (3) Reactant: [NH2:1][C:2]1[CH:3]=[CH:4][C:5]2[C:14]([CH:15]=1)=[N:13][C:12]1[C:7](=[CH:8][CH:9]=[CH:10][CH:11]=1)[C:6]=2[NH2:16].[C:17](OC(=O)C)(=[O:19])[CH3:18].C(N(CC)CC)C. Product: [C:17]([NH:1][C:2]1[CH:3]=[CH:4][C:5]2[C:14]([CH:15]=1)=[N:13][C:12]1[C:7](=[CH:8][CH:9]=[CH:10][CH:11]=1)[C:6]=2[NH2:16])(=[O:19])[CH3:18]. The catalyst class is: 2. (4) Reactant: [N:1]1[CH:6]=[CH:5][N:4]=[CH:3][C:2]=1[C:7]([OH:9])=O.O=S(Cl)[Cl:12]. Product: [N:1]1[CH:6]=[CH:5][N:4]=[CH:3][C:2]=1[C:7]([Cl:12])=[O:9]. The catalyst class is: 3. (5) Reactant: C([O:8][C:9]1[CH:13]=[C:12]([C:14]([N:16]2[CH2:21][CH2:20][O:19][C:18]3[CH:22]=[CH:23][N:24]=[CH:25][C:17]2=3)=[O:15])[O:11][N:10]=1)C1C=CC=CC=1.O.C(=O)([O-])O.[Na+]. Product: [O:19]1[CH2:20][CH2:21][N:16]([C:14]([C:12]2[O:11][N:10]=[C:9]([OH:8])[CH:13]=2)=[O:15])[C:17]2[CH:25]=[N:24][CH:23]=[CH:22][C:18]1=2. The catalyst class is: 570. (6) Reactant: [CH2:1]([C:6]1[CH:7]=[C:8]2[C:20]3=[C:21]4[C:11](=[CH:12][CH:13]=[C:14]([CH2:22][O:23][C@@H:24]5[C@H:28]([OH:29])[C@@H:27]([CH2:30][OH:31])[O:26][C@H:25]5[N:32]5[CH:39]=[CH:38][C:36](=[O:37])[NH:35][C:33]5=[O:34])[C:15]4=[CH:16][CH:17]=[C:18]3[CH:19]=1)[CH:10]=[CH:9]2)[C:2]([CH3:5])([CH3:4])[CH3:3].[C:40](Cl)([C:57]1[CH:62]=[CH:61][CH:60]=[CH:59][CH:58]=1)([C:49]1[CH:56]=[CH:55][C:52]([O:53][CH3:54])=[CH:51][CH:50]=1)[C:41]1[CH:48]=[CH:47][C:44]([O:45][CH3:46])=[CH:43][CH:42]=1. Product: [CH3:54][O:53][C:52]1[CH:51]=[CH:50][C:49]([C:40]([O:31][CH2:30][C@H:27]2[O:26][C@@H:25]([N:32]3[CH:39]=[CH:38][C:36](=[O:37])[NH:35][C:33]3=[O:34])[C@H:24]([O:23][CH2:22][C:14]3[C:15]4[C:21]5=[C:20]6[C:18](=[CH:17][CH:16]=4)[CH:19]=[C:6]([CH2:1][C:2]([CH3:5])([CH3:4])[CH3:3])[CH:7]=[C:8]6[CH:9]=[CH:10][C:11]5=[CH:12][CH:13]=3)[C@@H:28]2[OH:29])([C:57]2[CH:58]=[CH:59][CH:60]=[CH:61][CH:62]=2)[C:41]2[CH:48]=[CH:47][C:44]([O:45][CH3:46])=[CH:43][CH:42]=2)=[CH:56][CH:55]=1. The catalyst class is: 377. (7) Reactant: [CH2:1]([C:5]1[C:6](=[O:28])[N:7]([CH2:20][CH2:21][C:22]2[CH:27]=[CH:26][CH:25]=[CH:24][CH:23]=2)[C:8]([C:12]2[CH:17]=[CH:16][CH:15]=[CH:14][C:13]=2[O:18]C)=[N:9][C:10]=1[CH3:11])[CH2:2][CH2:3][CH3:4].B(Br)(Br)Br. The catalyst class is: 4. Product: [CH2:1]([C:5]1[C:6](=[O:28])[N:7]([CH2:20][CH2:21][C:22]2[CH:23]=[CH:24][CH:25]=[CH:26][CH:27]=2)[C:8]([C:12]2[CH:17]=[CH:16][CH:15]=[CH:14][C:13]=2[OH:18])=[N:9][C:10]=1[CH3:11])[CH2:2][CH2:3][CH3:4]. (8) Product: [O:26]([CH2:25][C:9]1[N:10]=[C:11]([N:12]2[CH2:17][CH2:16][N:15]3[C:18]([C:21]([F:24])([F:23])[F:22])=[N:19][N:20]=[C:14]3[CH2:13]2)[C:6]2[CH:5]=[C:4]([CH2:1][CH2:2][CH3:3])[S:27][C:7]=2[N:8]=1)[C:28]1[CH:33]=[CH:32][CH:31]=[CH:30][CH:29]=1. Reactant: [CH2:1]([C:4]1[S:27][C:7]2[N:8]=[C:9]([CH2:25][OH:26])[N:10]=[C:11]([N:12]3[CH2:17][CH2:16][N:15]4[C:18]([C:21]([F:24])([F:23])[F:22])=[N:19][N:20]=[C:14]4[CH2:13]3)[C:6]=2[CH:5]=1)[CH2:2][CH3:3].[C:28]1(O)[CH:33]=[CH:32][CH:31]=[CH:30][CH:29]=1.C1(P(C2C=CC=CC=2)C2C=CC=CC=2)C=CC=CC=1.CC(OC(/N=N/C(OC(C)C)=O)=O)C. The catalyst class is: 7.